Dataset: Forward reaction prediction with 1.9M reactions from USPTO patents (1976-2016). Task: Predict the product of the given reaction. (1) Given the reactants [C:1]([NH:4][C:5]1[CH:6]=[C:7]2[C:12](=[CH:13][C:14]=1[O:15][CH3:16])[CH:11]([C:17]1[CH:22]=[CH:21][C:20]([N+:23]([O-:25])=[O:24])=[CH:19][CH:18]=1)[O:10][CH:9]([CH3:26])[CH2:8]2)(=[O:3])[CH3:2].CC(C)=[O:29], predict the reaction product. The product is: [C:1]([NH:4][C:5]1[CH:6]=[C:7]([CH2:8][C:9](=[O:29])[CH3:26])[C:12]([C:11](=[O:10])[C:17]2[CH:22]=[CH:21][C:20]([N+:23]([O-:25])=[O:24])=[CH:19][CH:18]=2)=[CH:13][C:14]=1[O:15][CH3:16])(=[O:3])[CH3:2]. (2) Given the reactants [CH2:1]([C:3]1([CH3:9])[CH2:7][CH2:6][C:5](=[O:8])[CH2:4]1)[CH3:2].[CH:10]([Mg]Br)=[CH2:11], predict the reaction product. The product is: [CH2:1]([C:3]1([CH3:9])[CH2:7][CH2:6][C:5]([CH:10]=[CH2:11])([OH:8])[CH2:4]1)[CH3:2]. (3) Given the reactants [Br:1][C:2]1[C:3]([CH3:14])=[CH:4][C:5]([CH:8]([OH:13])[C:9]([F:12])([F:11])[F:10])=[N:6][CH:7]=1.ClCCl.CC(OI1(OC(C)=O)(OC(C)=O)OC(=O)C2C=CC=CC1=2)=[O:20].S([O-])([O-])(=O)=S.[Na+].[Na+], predict the reaction product. The product is: [Br:1][C:2]1[C:3]([CH3:14])=[CH:4][C:5]([C:8]([OH:20])([OH:13])[C:9]([F:10])([F:11])[F:12])=[N:6][CH:7]=1. (4) Given the reactants [F:1][C:2]1[CH:7]=[CH:6][CH:5]=[CH:4][C:3]=1[C:8](=[O:11])[CH2:9][CH3:10].[N+:12]([O-])([OH:14])=[O:13], predict the reaction product. The product is: [F:1][C:2]1[CH:7]=[CH:6][C:5]([N+:12]([O-:14])=[O:13])=[CH:4][C:3]=1[C:8](=[O:11])[CH2:9][CH3:10].